Task: Predict the reaction yield, written as a fraction of the theoretical maximum amount of product (1.0 means a 100% yield; for example, 0.34 means a 34% yield).. Dataset: Reaction yield outcomes from USPTO patents with 853,638 reactions (1) The reactants are [NH2:1][C:2]1[C:3]2[N:4]([C:12]([CH3:16])=[C:13]([CH3:15])[N:14]=2)[CH:5]=[C:6]([C:8]([O:10][CH3:11])=[O:9])[CH:7]=1.[CH3:17][C:18]1[CH:25]=[CH:24][CH:23]=[C:22]([CH3:26])[C:19]=1[CH2:20]Cl.C(=O)([O-])[O-].[Na+].[Na+].[I-].[K+]. The catalyst is C(#N)C. The yield is 0.190. The product is [CH3:15][C:13]1[N:14]=[C:3]2[C:2]([NH:1][CH2:20][C:19]3[C:22]([CH3:26])=[CH:23][CH:24]=[CH:25][C:18]=3[CH3:17])=[CH:7][C:6]([C:8]([O:10][CH3:11])=[O:9])=[CH:5][N:4]2[C:12]=1[CH3:16]. (2) The reactants are Cl[C:2]1[N:7]=[CH:6][C:5]([N+:8]([O-])=O)=[CH:4][N:3]=1.[NH:11]1[CH2:16][CH2:15][CH2:14][CH:13]([NH:17][C:18](=[O:24])[O:19][C:20]([CH3:23])([CH3:22])[CH3:21])[CH2:12]1. No catalyst specified. The product is [NH2:8][C:5]1[CH:4]=[N:3][C:2]([N:11]2[CH2:16][CH2:15][CH2:14][CH:13]([NH:17][C:18](=[O:24])[O:19][C:20]([CH3:22])([CH3:21])[CH3:23])[CH2:12]2)=[N:7][CH:6]=1. The yield is 0.840. (3) The reactants are [F:1][C:2]1[CH:9]=[C:8]([F:10])[CH:7]=[CH:6][C:3]=1[CH2:4][NH2:5].[C:11](O)(=[O:20])[CH2:12][CH2:13][CH2:14][CH2:15][CH2:16][CH2:17][CH2:18][CH3:19].Cl.C(N=C=NCCCN(C)C)C. The catalyst is C(Cl)Cl.CN(C1C=CN=CC=1)C. The product is [F:1][C:2]1[CH:9]=[C:8]([F:10])[CH:7]=[CH:6][C:3]=1[CH2:4][NH:5][C:11](=[O:20])[CH2:12][CH2:13][CH2:14][CH2:15][CH2:16][CH2:17][CH2:18][CH3:19]. The yield is 0.930.